Task: Predict which catalyst facilitates the given reaction.. Dataset: Catalyst prediction with 721,799 reactions and 888 catalyst types from USPTO (1) Reactant: Cl[C:2]1[C:7]([C:8]([O:10][CH2:11][CH3:12])=[O:9])=[CH:6][N:5]=[C:4]([S:13][CH3:14])[N:3]=1.[CH3:15][NH2:16]. Product: [CH3:15][NH:16][C:2]1[C:7]([C:8]([O:10][CH2:11][CH3:12])=[O:9])=[CH:6][N:5]=[C:4]([S:13][CH3:14])[N:3]=1. The catalyst class is: 14. (2) Reactant: [CH3:1][O:2][C:3]1[CH:4]=[N:5][C:6]([N:9]2[C:18](=[O:19])[C:17]3[C:12](=[CH:13][C:14]([C:20](O)=[O:21])=[CH:15][CH:16]=3)[NH:11][C:10]2=[S:23])=[N:7][CH:8]=1.[Cl:24][C:25]1[CH:32]=[CH:31][C:28]([CH2:29][NH2:30])=[CH:27][CH:26]=1.CCN(C(C)C)C(C)C.CN(C(ON1N=NC2C=CC=NC1=2)=[N+](C)C)C.F[P-](F)(F)(F)(F)F. Product: [Cl:24][C:25]1[CH:32]=[CH:31][C:28]([CH2:29][NH:30][C:20]([C:14]2[CH:13]=[C:12]3[C:17]([C:18](=[O:19])[N:9]([C:6]4[N:7]=[CH:8][C:3]([O:2][CH3:1])=[CH:4][N:5]=4)[C:10](=[S:23])[NH:11]3)=[CH:16][CH:15]=2)=[O:21])=[CH:27][CH:26]=1. The catalyst class is: 3. (3) Reactant: CS(O[CH2:6][CH2:7][O:8][C:9]1[CH:14]=[CH:13][C:12]([CH:15]2[CH2:20][CH2:19][N:18]([C:21]([O:23][C:24]([CH3:27])([CH3:26])[CH3:25])=[O:22])[CH2:17][CH:16]2[O:28][CH2:29][C:30]2[CH:39]=[CH:38][C:37]3[C:32](=[CH:33][CH:34]=[CH:35][CH:36]=3)[CH:31]=2)=[CH:11][CH:10]=1)(=O)=O.[N-:40]=[N+:41]=[N-:42].[Na+]. Product: [N:40]([CH2:6][CH2:7][O:8][C:9]1[CH:10]=[CH:11][C:12]([CH:15]2[CH2:20][CH2:19][N:18]([C:21]([O:23][C:24]([CH3:27])([CH3:26])[CH3:25])=[O:22])[CH2:17][CH:16]2[O:28][CH2:29][C:30]2[CH:39]=[CH:38][C:37]3[C:32](=[CH:33][CH:34]=[CH:35][CH:36]=3)[CH:31]=2)=[CH:13][CH:14]=1)=[N+:41]=[N-:42]. The catalyst class is: 16. (4) The catalyst class is: 12. Reactant: [ClH:1].[C:2]([C:4]1[CH:5]=[C:6]([C:14]2[O:18][N:17]=[C:16]([C:19]3[C:29]4[O:28][CH2:27][CH2:26][N:25](C(OC(C)(C)C)=O)[CH:24]([CH2:37][CH2:38][CH2:39][C:40]([OH:42])=[O:41])[C:23]=4[CH:22]=[CH:21][CH:20]=3)[N:15]=2)[CH:7]=[CH:8][C:9]=1[O:10][CH:11]([CH3:13])[CH3:12])#[N:3]. Product: [ClH:1].[C:2]([C:4]1[CH:5]=[C:6]([C:14]2[O:18][N:17]=[C:16]([C:19]3[C:29]4[O:28][CH2:27][CH2:26][NH:25][CH:24]([CH2:37][CH2:38][CH2:39][C:40]([OH:42])=[O:41])[C:23]=4[CH:22]=[CH:21][CH:20]=3)[N:15]=2)[CH:7]=[CH:8][C:9]=1[O:10][CH:11]([CH3:13])[CH3:12])#[N:3].